This data is from Full USPTO retrosynthesis dataset with 1.9M reactions from patents (1976-2016). The task is: Predict the reactants needed to synthesize the given product. Given the product [F:31][C:29]1[CH:28]=[C:27]([F:32])[CH:26]=[C:25]2[C:30]=1[C:21]([O:13][C:11]1[CH:10]=[CH:9][N:8]=[C:7]([N:4]3[CH2:5][CH2:6][O:1][CH2:2][CH2:3]3)[CH:12]=1)=[C:22]([CH3:39])[C:23]([C:33]1[CH:38]=[CH:37][CH:36]=[CH:35][N:34]=1)=[N:24]2, predict the reactants needed to synthesize it. The reactants are: [O:1]1[CH2:6][CH2:5][N:4]([C:7]2[CH:12]=[C:11]([OH:13])[CH:10]=[CH:9][N:8]=2)[CH2:3][CH2:2]1.C(=O)([O-])[O-].[Cs+].[Cs+].Cl[C:21]1[C:30]2[C:25](=[CH:26][C:27]([F:32])=[CH:28][C:29]=2[F:31])[N:24]=[C:23]([C:33]2[CH:38]=[CH:37][CH:36]=[CH:35][N:34]=2)[C:22]=1[CH3:39].